Task: Predict the reaction yield, written as a fraction of the theoretical maximum amount of product (1.0 means a 100% yield; for example, 0.34 means a 34% yield).. Dataset: Reaction yield outcomes from USPTO patents with 853,638 reactions (1) The reactants are [Br:1][C:2]1[NH:10][C:9]2[C:8](=[O:11])[N:7]([CH2:12][CH2:13][CH2:14][OH:15])[C:6](=[O:16])[N:5]([CH3:17])[C:4]=2[N:3]=1.Cl[CH2:19][C:20]1[S:21][C:22]([CH3:25])=[CH:23][N:24]=1.C(=O)([O-])[O-].[K+].[K+]. The catalyst is CN(C=O)C.CCCC[N+](CCCC)(CCCC)CCCC.[I-]. The product is [Br:1][C:2]1[N:10]([CH2:19][C:20]2[S:21][C:22]([CH3:25])=[CH:23][N:24]=2)[C:9]2[C:8](=[O:11])[N:7]([CH2:12][CH2:13][CH2:14][OH:15])[C:6](=[O:16])[N:5]([CH3:17])[C:4]=2[N:3]=1. The yield is 0.584. (2) The product is [F:1][C:2]1[CH:3]=[C:4]2[C:9](=[CH:10][CH:11]=1)[N:8]=[C:7]([NH:12][C:13]([N:33]1[CH2:32][CH2:31][N:30]([C:24]3[CH:23]=[C:22]([O:21][CH3:20])[CH:27]=[C:26]([O:28][CH3:29])[CH:25]=3)[CH2:35][CH2:34]1)=[O:17])[C:6]([O:18][CH3:19])=[N:5]2. The yield is 0.760. The reactants are [F:1][C:2]1[CH:3]=[C:4]2[C:9](=[CH:10][CH:11]=1)[N:8]=[C:7]([NH:12][C:13](=[O:17])OCC)[C:6]([O:18][CH3:19])=[N:5]2.[CH3:20][O:21][C:22]1[CH:23]=[C:24]([N:30]2[CH2:35][CH2:34][NH:33][CH2:32][CH2:31]2)[CH:25]=[C:26]([O:28][CH3:29])[CH:27]=1. No catalyst specified. (3) The catalyst is CN(C=O)C.C1COCC1.O. The yield is 0.474. The reactants are [Cl:1][C:2]1[CH:3]=[C:4]([CH:8]=[CH:9][C:10]=1[O:11][CH2:12][CH2:13][CH3:14])[C:5]([OH:7])=O.O[NH:16][C:17](=[NH:29])[C:18]1[CH:23]=[CH:22][C:21]([O:24][CH:25]([CH3:27])[CH3:26])=[C:20]([I:28])[CH:19]=1.C(Cl)CCl.CCCC[N+](CCCC)(CCCC)CCCC.[F-]. The product is [Cl:1][C:2]1[CH:3]=[C:4]([C:5]2[O:7][N:16]=[C:17]([C:18]3[CH:23]=[CH:22][C:21]([O:24][CH:25]([CH3:26])[CH3:27])=[C:20]([I:28])[CH:19]=3)[N:29]=2)[CH:8]=[CH:9][C:10]=1[O:11][CH2:12][CH2:13][CH3:14]. (4) The reactants are [C:1]([C:3]1[CH:10]=[CH:9][C:6]([CH:7]=O)=[CH:5][CH:4]=1)#[N:2].Cl.[O:12]([NH2:14])[CH3:13]. No catalyst specified. The product is [CH3:13][O:12][N:14]=[CH:7][C:6]1[CH:9]=[CH:10][C:3]([C:1]#[N:2])=[CH:4][CH:5]=1. The yield is 0.960. (5) The reactants are [Mn]([O-])(=O)(=O)=[O:2].[K+].[CH3:7][O:8][C:9]1[C:10]([N+:19]([O-:21])=[O:20])=[C:11]([CH:14]=[CH:15][C:16]=1[O:17][CH3:18])[CH:12]=[O:13]. The catalyst is C(O)(=O)C. The product is [CH3:7][O:8][C:9]1[C:10]([N+:19]([O-:21])=[O:20])=[C:11]([CH:14]=[CH:15][C:16]=1[O:17][CH3:18])[C:12]([OH:2])=[O:13]. The yield is 0.810. (6) The reactants are [CH3:1][N:2]1[CH:8]2[CH2:9][CH2:10][CH:3]1[CH2:4][NH:5][CH2:6][CH2:7]2.[OH:11]S(O)(=O)=O.CN1C2CCC1CC(=O)C2.[N-]=[N+]=[N-].[Na+].C([O-])([O-])=O.[Na+].[Na+].[OH-].[Na+]. The catalyst is C(Cl)(Cl)Cl. The product is [CH3:1][N:2]1[CH:8]2[CH2:9][CH2:10][CH:3]1[CH2:4][NH:5][C:6](=[O:11])[CH2:7]2. The yield is 0.370.